This data is from Peptide-MHC class I binding affinity with 185,985 pairs from IEDB/IMGT. The task is: Regression. Given a peptide amino acid sequence and an MHC pseudo amino acid sequence, predict their binding affinity value. This is MHC class I binding data. The peptide sequence is MIIGHIGHHY. The MHC is Mamu-B01 with pseudo-sequence Mamu-B01. The binding affinity (normalized) is 0.0316.